From a dataset of Full USPTO retrosynthesis dataset with 1.9M reactions from patents (1976-2016). Predict the reactants needed to synthesize the given product. (1) Given the product [NH2:7][C:8]1[C:17]2[C:12](=[CH:13][CH:14]=[CH:15][CH:16]=2)[C:11]([O:18][C:19]2[CH:24]=[CH:23][N:22]=[C:21]([NH:25][CH2:26][C:27]3[CH:32]=[CH:31][CH:30]=[CH:29][N:28]=3)[CH:20]=2)=[CH:10][CH:9]=1, predict the reactants needed to synthesize it. The reactants are: C(OC(=O)[NH:7][C:8]1[C:17]2[C:12](=[CH:13][CH:14]=[CH:15][CH:16]=2)[C:11]([O:18][C:19]2[CH:24]=[CH:23][N:22]=[C:21]([NH:25][CH2:26][C:27]3[CH:32]=[CH:31][CH:30]=[CH:29][N:28]=3)[CH:20]=2)=[CH:10][CH:9]=1)(C)(C)C.C(O)(C(F)(F)F)=O. (2) Given the product [C:20]([O:24][C:25]([N:27]1[CH2:28][CH:29]=[C:30]([C:19]2[C:13]3[C:14](=[CH:15][N:16]=[C:11]([C:4]4[C:5]([CH2:9][CH3:10])=[CH:6][CH:7]=[CH:8][C:3]=4[CH2:1][CH3:2])[CH:12]=3)[NH:17][CH:18]=2)[CH2:31][CH2:32]1)=[O:26])([CH3:23])([CH3:21])[CH3:22], predict the reactants needed to synthesize it. The reactants are: [CH2:1]([C:3]1[CH:8]=[CH:7][CH:6]=[C:5]([CH2:9][CH3:10])[C:4]=1[C:11]1[CH:12]=[C:13]2[CH:19]=[CH:18][NH:17][C:14]2=[CH:15][N:16]=1)[CH3:2].[C:20]([O:24][C:25]([N:27]1[CH2:32][CH2:31][C:30](=O)[CH2:29][CH2:28]1)=[O:26])([CH3:23])([CH3:22])[CH3:21].C([O-])([O-])=O.[Cs+].[Cs+].